Task: Predict the reactants needed to synthesize the given product.. Dataset: Full USPTO retrosynthesis dataset with 1.9M reactions from patents (1976-2016) (1) Given the product [Br:18][C:19]1[CH:24]=[C:23]([S:25]([CH3:26])(=[O:9])=[O:28])[CH:22]=[C:21]([F:27])[CH:20]=1, predict the reactants needed to synthesize it. The reactants are: ClC1C=CC=C(C(OO)=[O:9])C=1.C(OCC)(=O)C.[Br:18][C:19]1[CH:24]=[C:23]([S:25][CH3:26])[CH:22]=[C:21]([F:27])[CH:20]=1.[OH2:28]. (2) Given the product [CH:7]1([C:10]([C@H:12]2[CH2:16][O:15][C:14]([CH3:18])([CH3:17])[N:13]2[C:19]([O:21][C:22]([CH3:25])([CH3:24])[CH3:23])=[O:20])=[CH2:1])[CH2:9][CH2:8]1, predict the reactants needed to synthesize it. The reactants are: [CH3:1]C(C)([O-])C.[K+].[CH:7]1([C:10]([C@H:12]2[CH2:16][O:15][C:14]([CH3:18])([CH3:17])[N:13]2[C:19]([O:21][C:22]([CH3:25])([CH3:24])[CH3:23])=[O:20])=O)[CH2:9][CH2:8]1. (3) Given the product [Cl:8][C:9]1[C:18]([N+:19]([O-:21])=[O:20])=[C:17]([NH:33][CH2:32][CH2:31][NH:30][C:23](=[O:24])[O:25][C:26]([CH3:28])([CH3:27])[CH3:29])[C:16]2[C:11](=[CH:12][CH:13]=[CH:14][CH:15]=2)[N:10]=1, predict the reactants needed to synthesize it. The reactants are: C(N(CC)CC)C.[Cl:8][C:9]1[C:18]([N+:19]([O-:21])=[O:20])=[C:17](Cl)[C:16]2[C:11](=[CH:12][CH:13]=[CH:14][CH:15]=2)[N:10]=1.[C:23]([NH:30][CH2:31][CH2:32][NH2:33])([O:25][C:26]([CH3:29])([CH3:28])[CH3:27])=[O:24]. (4) Given the product [NH2:8][C:4]1[N:5]=[CH:6][N:7]=[C:2]([NH:14][C@H:15]([C:18]2[N:27]([CH:28]3[CH2:29][CH2:30]3)[C:26](=[O:31])[C:25]3[C:20](=[CH:21][CH:22]=[CH:23][C:24]=3[Cl:32])[N:19]=2)[CH2:16][CH3:17])[C:3]=1[C:9]1[CH:13]=[CH:12][O:11][N:10]=1, predict the reactants needed to synthesize it. The reactants are: Cl[C:2]1[N:7]=[CH:6][N:5]=[C:4]([NH2:8])[C:3]=1[C:9]1[CH:13]=[CH:12][O:11][N:10]=1.[NH2:14][C@H:15]([C:18]1[N:27]([CH:28]2[CH2:30][CH2:29]2)[C:26](=[O:31])[C:25]2[C:20](=[CH:21][CH:22]=[CH:23][C:24]=2[Cl:32])[N:19]=1)[CH2:16][CH3:17].C(N(CC)C(C)C)(C)C.